Dataset: Full USPTO retrosynthesis dataset with 1.9M reactions from patents (1976-2016). Task: Predict the reactants needed to synthesize the given product. Given the product [F:12][C:11]([F:14])([F:13])[S:8]([O:22][C:23]1[CH:28]=[CH:27][C:26]([N:29]2[C:33]3=[N:34][CH:35]=[CH:36][CH:37]=[C:32]3[N:31]([CH2:38][O:39][CH2:40][CH2:41][Si:42]([CH3:43])([CH3:45])[CH3:44])[C:30]2=[O:46])=[CH:25][CH:24]=1)(=[O:10])=[O:9], predict the reactants needed to synthesize it. The reactants are: C1C=CC(N([S:8]([C:11]([F:14])([F:13])[F:12])(=[O:10])=[O:9])[S:8]([C:11]([F:14])([F:13])[F:12])(=[O:10])=[O:9])=CC=1.[OH:22][C:23]1[CH:28]=[CH:27][C:26]([N:29]2[C:33]3=[N:34][CH:35]=[CH:36][CH:37]=[C:32]3[N:31]([CH2:38][O:39][CH2:40][CH2:41][Si:42]([CH3:45])([CH3:44])[CH3:43])[C:30]2=[O:46])=[CH:25][CH:24]=1.C(N(CC)CC)C.[Cl-].[Cl-].[Ca+2].